Predict which catalyst facilitates the given reaction. From a dataset of Catalyst prediction with 721,799 reactions and 888 catalyst types from USPTO. (1) Reactant: [Cl:1][C:2]1[CH:7]=[C:6]([C:8]2[S:9][C:10]([C:13]3[N:14]=[C:15]4[C:20]([Cl:21])=[CH:19][C:18]([C:22]([F:25])([F:24])[F:23])=[CH:17][N:16]4[CH:26]=3)=[N:11][N:12]=2)[C:5]([Cl:27])=[CH:4][C:3]=1[OH:28].[CH2:29]1[O:32][CH:30]1[CH3:31]. Product: [Cl:1][C:2]1[CH:7]=[C:6]([C:8]2[S:9][C:10]([C:13]3[N:14]=[C:15]4[C:20]([Cl:21])=[CH:19][C:18]([C:22]([F:23])([F:25])[F:24])=[CH:17][N:16]4[CH:26]=3)=[N:11][N:12]=2)[C:5]([Cl:27])=[CH:4][C:3]=1[O:28][CH2:29][CH:30]([OH:32])[CH3:31]. The catalyst class is: 3. (2) Reactant: [Cl:1][C:2]1[CH:3]=[C:4]2[C:9](=[C:10]([Cl:12])[CH:11]=1)[CH2:8][N:7](C)[CH2:6][CH:5]2[C:14]1C=CC(S(Cl)(=O)=O)=CC=1.Br[CH2:25][C:26]([C:28]1[CH:33]=[CH:32][CH:31]=[CH:30][CH:29]=1)=[O:27].C(N(CC)CC)C.BrC1C=CC(C2C3C(=C(Cl)C=C(Cl)C=3)CN(C)C2)=CC=1. Product: [CH:6]1([N:7]([CH2:8][C:9]2[CH:4]=[CH:3][C:2]([Cl:1])=[CH:11][C:10]=2[Cl:12])[CH2:25][C:26]([C:28]2[CH:33]=[CH:32][CH:31]=[CH:30][CH:29]=2)=[O:27])[CH2:5][CH2:14]1. The catalyst class is: 12. (3) Reactant: [C:1]1([CH:7]([OH:9])[CH3:8])[CH:6]=[CH:5][CH:4]=[CH:3][CH:2]=1.[Cl:10][C:11]1[CH:16]=[N:15][CH:14]=[C:13](Cl)[N:12]=1.CCOCC. Product: [Cl:10][C:11]1[CH:16]=[N:15][CH:14]=[C:13]([O:9][CH:7]([C:1]2[CH:6]=[CH:5][CH:4]=[CH:3][CH:2]=2)[CH3:8])[N:12]=1. The catalyst class is: 12.